From a dataset of Full USPTO retrosynthesis dataset with 1.9M reactions from patents (1976-2016). Predict the reactants needed to synthesize the given product. Given the product [Br:1][C:2]1[CH:3]=[N:4][N:5]2[C:10]([NH:22][C:21]3[CH:23]=[CH:24][C:18]([F:17])=[CH:19][C:20]=3[CH3:25])=[C:9]([C:12]([O:14][CH2:15][CH3:16])=[O:13])[CH:8]=[N:7][C:6]=12, predict the reactants needed to synthesize it. The reactants are: [Br:1][C:2]1[CH:3]=[N:4][N:5]2[C:10](Cl)=[C:9]([C:12]([O:14][CH2:15][CH3:16])=[O:13])[CH:8]=[N:7][C:6]=12.[F:17][C:18]1[CH:24]=[CH:23][C:21]([NH2:22])=[C:20]([CH3:25])[CH:19]=1.